This data is from CYP2C9 inhibition data for predicting drug metabolism from PubChem BioAssay. The task is: Regression/Classification. Given a drug SMILES string, predict its absorption, distribution, metabolism, or excretion properties. Task type varies by dataset: regression for continuous measurements (e.g., permeability, clearance, half-life) or binary classification for categorical outcomes (e.g., BBB penetration, CYP inhibition). Dataset: cyp2c9_veith. (1) The drug is O=C(c1cccc(F)c1)N1CCC[C@@]2(CCN(c3ccccn3)C2)C1. The result is 0 (non-inhibitor). (2) The compound is O=C(Cn1cnc2ccccc2c1=O)NCCC(=O)Nc1ccc2c(c1)OCCO2. The result is 1 (inhibitor). (3) The compound is Oc1ccc2c3c1O[C@H]1c4oc5ccccc5c4C[C@]4(O)[C@H](C2)N(CC2CC2)CC[C@@]314. The result is 0 (non-inhibitor). (4) The molecule is Fc1ccc(-c2cnc(-c3cccs3)o2)cc1. The result is 1 (inhibitor). (5) The drug is CCOC(=O)C1=C(COc2ccc(F)cc2Cl)NC(=O)NC1c1cc(C)ccc1C. The result is 1 (inhibitor). (6) The compound is COc1ccc(NC(=O)N2CC3(CCN(C(=O)c4cccn4C)CC3)C2)cc1. The result is 0 (non-inhibitor). (7) The drug is CCn1c(SCC(=O)Nc2nc3ccc(C)cc3s2)nc2c(c1=O)SC(C)C2. The result is 1 (inhibitor).